Task: Predict which catalyst facilitates the given reaction.. Dataset: Catalyst prediction with 721,799 reactions and 888 catalyst types from USPTO (1) Reactant: [C:1]([C:4]1[CH:8]=[C:7]([C:9]([OH:11])=O)[NH:6][N:5]=1)(=[O:3])[CH3:2].CN(C(ON1N=NC2C=CC=NC1=2)=[N+](C)C)C.F[P-](F)(F)(F)(F)F.CCN(C(C)C)C(C)C.CN(C=O)C.[CH2:50]([O:52][C:53](=[O:74])[C@H:54]([OH:73])[CH2:55][C@H:56]([NH2:72])[CH2:57][C:58]1[CH:63]=[CH:62][C:61]([C:64]2[CH:69]=[C:68]([Cl:70])[CH:67]=[CH:66][C:65]=2[F:71])=[CH:60][CH:59]=1)[CH3:51]. Product: [CH2:50]([O:52][C:53](=[O:74])[C@H:54]([OH:73])[CH2:55][C@H:56]([NH:72][C:9]([C:7]1[CH:8]=[C:4]([C:1](=[O:3])[CH3:2])[NH:5][N:6]=1)=[O:11])[CH2:57][C:58]1[CH:59]=[CH:60][C:61]([C:64]2[CH:69]=[C:68]([Cl:70])[CH:67]=[CH:66][C:65]=2[F:71])=[CH:62][CH:63]=1)[CH3:51]. The catalyst class is: 2. (2) Reactant: [Br:1][C:2]1[CH:3]=[CH:4][C:5](F)=[C:6]([CH:17]=1)[C:7]([C:9]1([OH:16])[CH2:14][CH2:13][C:12](=[O:15])[CH2:11][CH2:10]1)=[O:8].CC([O-])(C)C.[K+]. Product: [Br:1][C:2]1[CH:3]=[CH:4][C:5]2[O:16][C:9]3([CH2:14][CH2:13][C:12](=[O:15])[CH2:11][CH2:10]3)[C:7](=[O:8])[C:6]=2[CH:17]=1. The catalyst class is: 1. (3) Reactant: [CH:1]([NH:4][C:5]1[O:9][C:8]([C:10]2[CH:11]=[C:12]3[C:16](=[CH:17][CH:18]=2)[N:15](S(C2C=CC(C)=CC=2)(=O)=O)[CH:14]=[C:13]3[C:29]2[N:34]=[C:33]([C:35]([NH:37][CH3:38])=[O:36])[CH:32]=[CH:31][CH:30]=2)=[N:7][N:6]=1)([CH3:3])[CH3:2].[OH-].[Na+]. Product: [CH:1]([NH:4][C:5]1[O:9][C:8]([C:10]2[CH:11]=[C:12]3[C:16](=[CH:17][CH:18]=2)[NH:15][CH:14]=[C:13]3[C:29]2[N:34]=[C:33]([C:35]([NH:37][CH3:38])=[O:36])[CH:32]=[CH:31][CH:30]=2)=[N:7][N:6]=1)([CH3:3])[CH3:2]. The catalyst class is: 12.